Dataset: HIV replication inhibition screening data with 41,000+ compounds from the AIDS Antiviral Screen. Task: Binary Classification. Given a drug SMILES string, predict its activity (active/inactive) in a high-throughput screening assay against a specified biological target. (1) The result is 0 (inactive). The drug is Cc1ccc(NC(=O)CCC(CC(=O)c2ccc(F)cc2)=NNC(=O)C(=O)NN)cc1C. (2) The molecule is C=C(CO)C1Oc2ccc(C(C)=O)cc2C1O. The result is 0 (inactive). (3) The compound is FC(F)(F)c1ccccc1C1SCc2nc3ccccc3n21. The result is 0 (inactive). (4) The compound is COc1cccc(NC(=O)C(=O)C(C(C)=O)c2nc3ccc(Cl)cc3nc2O)c1. The result is 0 (inactive). (5) The compound is CN1C2C=CC(=O)C1(Cl)C1C(=O)N(c3ccccc3)C(=O)C21. The result is 0 (inactive). (6) The drug is CC(=O)OC1CCC2(C)C(C1)CC(OC(C)=O)C1C2CC(OC(C)=O)C2(C)C(C(C)CC=C(c3ccc(Cl)cc3)c3ccc(Cl)cc3)CCC12. The result is 0 (inactive). (7) The molecule is CC1(C)CC(=O)C2=C(C1)OC1=C(CC(C)(C)CC1=O)C2c1ccccc1Cl. The result is 0 (inactive). (8) The molecule is COc1ccc(CCN=C2OCc3ccccc32)cc1OC.Cl. The result is 0 (inactive).